Dataset: Reaction yield outcomes from USPTO patents with 853,638 reactions. Task: Predict the reaction yield, written as a fraction of the theoretical maximum amount of product (1.0 means a 100% yield; for example, 0.34 means a 34% yield). (1) The reactants are [F:1][C:2]1[CH:7]=[CH:6][C:5]([S:8]([N:11]2[CH2:16][CH2:15][CH:14]([C:17](=[O:25])[C:18]3[CH:23]=[CH:22][C:21]([F:24])=[CH:20][CH:19]=3)[CH2:13][CH2:12]2)(=[O:10])=[O:9])=[CH:4][CH:3]=1.[CH2:26](I)[CH3:27]. The catalyst is C1COCC1. The product is [F:1][C:2]1[CH:7]=[CH:6][C:5]([S:8]([N:11]2[CH2:12][CH2:13][C:14]([C:17](=[O:25])[C:18]3[CH:19]=[CH:20][C:21]([F:24])=[CH:22][CH:23]=3)([CH2:26][CH3:27])[CH2:15][CH2:16]2)(=[O:9])=[O:10])=[CH:4][CH:3]=1. The yield is 0.0700. (2) The reactants are [Cl:1][C:2]1[C:7]([C:8]([NH:12][CH:13]2[CH2:15][CH:14]2[CH2:16][CH3:17])=[CH:9][C:10]#[N:11])=[CH:6][CH:5]=[CH:4][N:3]=1.[H-].[Na+].[CH2:20]([N:22]=[C:23]=[S:24])[CH3:21]. The catalyst is CN(C)C=O. The product is [Cl:1][C:2]1[C:7](/[C:8](/[NH:12][CH:13]2[CH2:15][CH:14]2[CH2:16][CH3:17])=[C:9](\[C:10]#[N:11])/[C:23](=[S:24])[NH:22][CH2:20][CH3:21])=[CH:6][CH:5]=[CH:4][N:3]=1. The yield is 0.270.